From a dataset of Reaction yield outcomes from USPTO patents with 853,638 reactions. Predict the reaction yield, written as a fraction of the theoretical maximum amount of product (1.0 means a 100% yield; for example, 0.34 means a 34% yield). (1) The yield is 0.650. The reactants are [OH:1][CH2:2][CH2:3][C:4]1([NH:9][CH:10]=[C:11]([C:17](=[O:28])[C:18]2[CH:23]=[C:22]([F:24])[C:21]([F:25])=[C:20]([F:26])[C:19]=2F)[C:12]([O:14][CH2:15][CH3:16])=[O:13])[CH2:8][CH2:7][CH2:6][CH2:5]1.[H-].[Na+].O. The product is [F:26][C:20]1[CH:19]=[C:18]2[C:23](=[C:22]([F:24])[C:21]=1[F:25])[N:9]([C:4]1([CH2:3][CH2:2][OH:1])[CH2:5][CH2:6][CH2:7][CH2:8]1)[CH:10]=[C:11]([C:12]([O:14][CH2:15][CH3:16])=[O:13])[C:17]2=[O:28]. The catalyst is C1COCC1. (2) The reactants are [O:1]1[C:5]2[CH:6]=[CH:7][C:8]([CH:10]=O)=[CH:9][C:4]=2[O:3][CH2:2]1.C1(OP([CH:28](NC2C=CC=CC=2)[C:29]2[CH:34]=[CH:33][N:32]=[C:31]([CH3:35])[N:30]=2)(=O)OC2C=CC=CC=2)C=CC=CC=1.C([O-])([O-])=[O:44].[Cs+].[Cs+].Cl. The catalyst is C(OC)(C)(C)C.CC(O)C.C1COCC1. The product is [O:1]1[C:5]2[CH:6]=[CH:7][C:8]([CH2:10][C:28]([C:29]3[CH:34]=[CH:33][N:32]=[C:31]([CH3:35])[N:30]=3)=[O:44])=[CH:9][C:4]=2[O:3][CH2:2]1. The yield is 0.600. (3) The reactants are F[C:2]1[C:7]([CH:8]2[CH2:13][CH2:12][N:11]([CH3:14])[C:10](=[O:15])[CH2:9]2)=[CH:6][CH:5]=[CH:4][N:3]=1.[S:16]1[C:20]2[CH:21]=[CH:22][CH:23]=[CH:24][C:19]=2[N:18]=[C:17]1[NH:25][C:26]1[CH:31]=[CH:30][C:29]([OH:32])=[CH:28][CH:27]=1.C(=O)([O-])[O-].[Cs+].[Cs+]. The catalyst is CN1CCCC1=O. The product is [S:16]1[C:20]2[CH:21]=[CH:22][CH:23]=[CH:24][C:19]=2[N:18]=[C:17]1[NH:25][C:26]1[CH:31]=[CH:30][C:29]([O:32][C:2]2[C:7]([CH:8]3[CH2:13][CH2:12][N:11]([CH3:14])[C:10](=[O:15])[CH2:9]3)=[CH:6][CH:5]=[CH:4][N:3]=2)=[CH:28][CH:27]=1. The yield is 0.371. (4) The reactants are [N:1]1([C:7]([O:9][C:10]([CH3:13])([CH3:12])[CH3:11])=[O:8])[CH2:6][CH2:5][NH:4][CH2:3][CH2:2]1.[O:14]1[CH2:17][C:16](=O)[CH2:15]1.C(O[BH-](OC(=O)C)OC(=O)C)(=O)C.[Na+].C([O-])(O)=O.[Na+]. The catalyst is ClCCCl.C(Cl)Cl. The product is [O:14]1[CH2:17][CH:16]([N:4]2[CH2:5][CH2:6][N:1]([C:7]([O:9][C:10]([CH3:13])([CH3:12])[CH3:11])=[O:8])[CH2:2][CH2:3]2)[CH2:15]1. The yield is 0.840. (5) The reactants are [CH:1]([C:4]1[NH:5][C:6]([C:9]([O:11][CH3:12])=[O:10])=[CH:7][N:8]=1)([CH3:3])[CH3:2].[Li].C[Si]([NH-:18])(C)C.C1(P(ON)(C2C=CC=CC=2)=O)C=CC=CC=1. The catalyst is CN(C=O)C. The product is [NH2:18][N:5]1[C:6]([C:9]([O:11][CH3:12])=[O:10])=[CH:7][N:8]=[C:4]1[CH:1]([CH3:3])[CH3:2]. The yield is 0.800. (6) The reactants are [Cl:1][C:2]1[CH:3]=[C:4]([CH:21]=[CH:22][C:23]=1[NH:24][C:25]([NH:27][CH2:28][CH3:29])=[O:26])[O:5][C:6]1[C:15]2[C:10](=[CH:11][C:12]([O:19][CH3:20])=[C:13]([C:16]([OH:18])=O)[CH:14]=2)[N:9]=[CH:8][CH:7]=1.CN.CO.[CH2:34]([N:36](CC)CC)C.F[P-](F)(F)(F)(F)F.CN([PH+](N(C)C)N(C)C)C. The catalyst is CN(C)C=O.O.C(OCC)(=O)C. The product is [CH3:34][NH:36][C:16]([C:13]1[CH:14]=[C:15]2[C:10](=[CH:11][C:12]=1[O:19][CH3:20])[N:9]=[CH:8][CH:7]=[C:6]2[O:5][C:4]1[CH:21]=[CH:22][C:23]([NH:24][C:25]([NH:27][CH2:28][CH3:29])=[O:26])=[C:2]([Cl:1])[CH:3]=1)=[O:18]. The yield is 0.740. (7) The yield is 0.160. The catalyst is C(Cl)Cl. The product is [C:17]([C:16]1[CH:19]=[CH:20][C:13]([C:9]2[CH:8]=[C:7]([CH:2]([NH:1][S:31]([CH2:29][CH3:30])(=[O:33])=[O:32])[C:3]([F:4])([F:6])[F:5])[CH:12]=[N:11][CH:10]=2)=[CH:14][C:15]=1[CH3:21])#[N:18]. The reactants are [NH2:1][CH:2]([C:7]1[CH:8]=[C:9]([C:13]2[CH:20]=[CH:19][C:16]([C:17]#[N:18])=[C:15]([CH3:21])[CH:14]=2)[CH:10]=[N:11][CH:12]=1)[C:3]([F:6])([F:5])[F:4].C(N(CC)CC)C.[CH2:29]([S:31](Cl)(=[O:33])=[O:32])[CH3:30]. (8) The reactants are O[Li].O.[CH3:4][C@H:5]1[C:13]2[C:12]([N:14]3[CH2:19][CH2:18][N:17]([C:20]([O:22][C:23]([CH3:26])([CH3:25])[CH3:24])=[O:21])[CH2:16][CH2:15]3)=[N:11][CH:10]=[N:9][C:8]=2[C@H:7]([O:27]C(=O)C2C=CC([N+]([O-])=O)=CC=2)[CH2:6]1.C1COCC1. The catalyst is O. The product is [OH:27][C@H:7]1[C:8]2[N:9]=[CH:10][N:11]=[C:12]([N:14]3[CH2:19][CH2:18][N:17]([C:20]([O:22][C:23]([CH3:26])([CH3:25])[CH3:24])=[O:21])[CH2:16][CH2:15]3)[C:13]=2[C@H:5]([CH3:4])[CH2:6]1. The yield is 1.00. (9) The reactants are [OH-].[Li+].[CH2:3]([NH:7][C:8](=[O:33])[N:9]([C:11]1[CH:12]=[C:13]([C:17]2[CH:22]=[CH:21][C:20](/[CH:23]=[C:24](\[O:30][CH2:31][CH3:32])/[C:25]([O:27]CC)=[O:26])=[CH:19][CH:18]=2)[CH:14]=[CH:15][CH:16]=1)[CH3:10])[CH2:4][CH2:5][CH3:6].C(O)(=O)C. The catalyst is O1CCCC1. The product is [CH2:3]([NH:7][C:8](=[O:33])[N:9]([C:11]1[CH:12]=[C:13]([C:17]2[CH:18]=[CH:19][C:20](/[CH:23]=[C:24](\[O:30][CH2:31][CH3:32])/[C:25]([OH:27])=[O:26])=[CH:21][CH:22]=2)[CH:14]=[CH:15][CH:16]=1)[CH3:10])[CH2:4][CH2:5][CH3:6]. The yield is 1.00.